Dataset: NCI-60 drug combinations with 297,098 pairs across 59 cell lines. Task: Regression. Given two drug SMILES strings and cell line genomic features, predict the synergy score measuring deviation from expected non-interaction effect. Drug 1: COC1=CC(=CC(=C1O)OC)C2C3C(COC3=O)C(C4=CC5=C(C=C24)OCO5)OC6C(C(C7C(O6)COC(O7)C8=CC=CS8)O)O. Drug 2: CN(CC1=CN=C2C(=N1)C(=NC(=N2)N)N)C3=CC=C(C=C3)C(=O)NC(CCC(=O)O)C(=O)O. Cell line: UO-31. Synergy scores: CSS=21.6, Synergy_ZIP=-10.8, Synergy_Bliss=-7.57, Synergy_Loewe=-4.94, Synergy_HSA=-3.08.